Dataset: Catalyst prediction with 721,799 reactions and 888 catalyst types from USPTO. Task: Predict which catalyst facilitates the given reaction. (1) Reactant: [CH2:1]([CH:3]1[C:8]2([C:12](=[O:13])[CH2:11][CH2:10][CH2:9]2)[CH2:7][CH:6]=[C:5]([CH3:14])[CH2:4]1)[CH3:2].COCCO[AlH2-]OCCOC.[Na+]. Product: [CH2:1]([CH:3]1[C:8]2([CH:12]([OH:13])[CH2:11][CH2:10][CH2:9]2)[CH2:7][CH:6]=[C:5]([CH3:14])[CH2:4]1)[CH3:2]. The catalyst class is: 11. (2) Reactant: Cl.[NH2:2][C@H:3]([C:14]([O:16][CH3:17])=[O:15])[CH2:4][C:5]1[C:13]2[C:8](=[CH:9][CH:10]=[CH:11][CH:12]=2)[NH:7][CH:6]=1.C(N(CC)CC)C.[Cl:25][C:26]1[CH:36]=[CH:35][CH:34]=[CH:33][C:27]=1[CH:28]=[CH:29][C:30](O)=[O:31].CCN=C=NCCCN(C)C.Cl. Product: [Cl:25][C:26]1[CH:36]=[CH:35][CH:34]=[CH:33][C:27]=1[CH:28]=[CH:29][C:30]([NH:2][C@H:3]([C:14]([O:16][CH3:17])=[O:15])[CH2:4][C:5]1[C:13]2[C:8](=[CH:9][CH:10]=[CH:11][CH:12]=2)[NH:7][CH:6]=1)=[O:31]. The catalyst class is: 2.